Dataset: Forward reaction prediction with 1.9M reactions from USPTO patents (1976-2016). Task: Predict the product of the given reaction. (1) Given the reactants [F:1][C:2]1[CH:7]=[CH:6][CH:5]=[C:4]([F:8])[C:3]=1[NH:9][C:10]([C@@H:12]1[CH2:21][C:20]2[C:15](=[CH:16][CH:17]=[CH:18][CH:19]=2)[CH2:14][N:13]1C(OC(C)(C)C)=O)=[O:11].[C:29]([OH:35])([C:31]([F:34])([F:33])[F:32])=[O:30], predict the reaction product. The product is: [F:32][C:31]([F:34])([F:33])[C:29]([OH:35])=[O:30].[F:1][C:2]1[CH:7]=[CH:6][CH:5]=[C:4]([F:8])[C:3]=1[NH:9][C:10]([C@@H:12]1[CH2:21][C:20]2[C:15](=[CH:16][CH:17]=[CH:18][CH:19]=2)[CH2:14][NH:13]1)=[O:11]. (2) Given the reactants [CH2:1]([O:8][C:9]1[C:10]([C:29]([OH:31])=O)=[N:11][C:12]([CH2:16][C:17]2([C:22]3[CH:27]=[CH:26][CH:25]=[C:24]([Cl:28])[CH:23]=3)[CH2:21][CH2:20][CH2:19][CH2:18]2)=[N:13][C:14]=1[OH:15])[C:2]1[CH:7]=[CH:6][CH:5]=[CH:4][CH:3]=1.[Si:32]([O:39][CH2:40][CH2:41][NH:42][CH:43]([CH3:45])[CH3:44])([C:35]([CH3:38])([CH3:37])[CH3:36])([CH3:34])[CH3:33].[Si](OCCN(C(C)C)C(C1C(OCC2C=CC=CC=2)=C(O)N=C(CC2(C3C=CC(C(F)(F)F)=CC=3)CCCC2)N=1)=O)(C(C)(C)C)(C)C, predict the reaction product. The product is: [CH2:1]([O:8][C:9]1[C:10]([C:29]([N:42]([CH2:41][CH2:40][O:39][Si:32]([C:35]([CH3:37])([CH3:36])[CH3:38])([CH3:33])[CH3:34])[CH:43]([CH3:44])[CH3:45])=[O:31])=[N:11][C:12]([CH2:16][C:17]2([C:22]3[CH:27]=[CH:26][CH:25]=[C:24]([Cl:28])[CH:23]=3)[CH2:21][CH2:20][CH2:19][CH2:18]2)=[N:13][C:14]=1[OH:15])[C:2]1[CH:7]=[CH:6][CH:5]=[CH:4][CH:3]=1. (3) Given the reactants [N:1]1([C:7]([N:9]2[CH2:14][CH:13]([C:15]3[CH:20]=[CH:19][C:18]([C:21]([F:24])([F:23])[F:22])=[CH:17][CH:16]=3)[CH2:12][CH:11]([CH2:25][OH:26])[CH2:10]2)=[O:8])[CH2:6][CH2:5][O:4][CH2:3][CH2:2]1.[CH2:27]([N:31]=[C:32]=[O:33])[CH:28]([CH3:30])[CH3:29], predict the reaction product. The product is: [CH2:27]([NH:31][C:32](=[O:33])[O:26][CH2:25][CH:11]1[CH2:12][CH:13]([C:15]2[CH:20]=[CH:19][C:18]([C:21]([F:22])([F:23])[F:24])=[CH:17][CH:16]=2)[CH2:14][N:9]([C:7]([N:1]2[CH2:6][CH2:5][O:4][CH2:3][CH2:2]2)=[O:8])[CH2:10]1)[CH:28]([CH3:30])[CH3:29]. (4) The product is: [Cl:1][C:2]1[N:7]=[C:6]([O:15][CH3:14])[CH:5]=[C:4]([N:9]2[CH2:13][CH2:12][CH2:11][CH2:10]2)[N:3]=1. Given the reactants [Cl:1][C:2]1[N:7]=[C:6](Cl)[CH:5]=[C:4]([N:9]2[CH2:13][CH2:12][CH2:11][CH2:10]2)[N:3]=1.[CH3:14][O-:15].[Na+].CO.O, predict the reaction product. (5) Given the reactants [N+:1]([C:4]1[CH:14]=[CH:13][CH:12]=[C:6]2[C:7]([O:9][C:10](=[O:11])[C:5]=12)=O)([O-:3])=[O:2].[NH2:15][CH2:16][CH2:17][C:18]([OH:20])=[O:19], predict the reaction product. The product is: [N+:1]([C:4]1[CH:14]=[CH:13][CH:12]=[C:6]2[C:7]([N:15]([CH2:16][CH2:17][C:18]([OH:20])=[O:19])[C:10](=[O:11])[C:5]=12)=[O:9])([O-:3])=[O:2]. (6) Given the reactants [C:1]1([C:6]2[CH:18]=[CH:17][C:9]([C:10]([O:12][C:13]([CH3:16])([CH3:15])[CH3:14])=[O:11])=[CH:8][CH:7]=2)[CH2:5][CH2:4][CH2:3][CH:2]=1, predict the reaction product. The product is: [CH:1]1([C:6]2[CH:7]=[CH:8][C:9]([C:10]([O:12][C:13]([CH3:14])([CH3:15])[CH3:16])=[O:11])=[CH:17][CH:18]=2)[CH2:2][CH2:3][CH2:4][CH2:5]1. (7) Given the reactants CCCCCN(CC[C:10](P([O-])(O)=O)(P(O)(O)=O)[OH:11])C.[Na+:20].[CH3:21][CH2:22][CH2:23][CH2:24][CH2:25][N:26]([CH2:28][CH2:29][C:30]([P:36]([OH:39])([OH:38])=[O:37])([P:32]([OH:35])([OH:34])=[O:33])[OH:31])[CH3:27].C(O)(O)=O.C(=O)(O)[O-].[Na+].C([O-])(=O)CC(CC([O-])=O)(C([O-])=O)O.[Na+].[Na+].[Na+], predict the reaction product. The product is: [CH3:10][O-:11].[Na+:20].[CH3:21][CH2:22][CH2:23][CH2:24][CH2:25][N:26]([CH2:28][CH2:29][C:30]([P:36]([O-:39])([OH:38])=[O:37])([P:32]([OH:35])([OH:34])=[O:33])[OH:31])[CH3:27].[Na+:20]. (8) Given the reactants Cl[C:2]1[N:7]=[C:6]([NH:8][C:9]2[CH:14]=[CH:13][CH:12]=[CH:11][C:10]=2[S:15]([CH:18]([CH3:20])[CH3:19])(=[O:17])=[O:16])[C:5]([Cl:21])=[CH:4][N:3]=1.[CH2:22]([N:29]1[CH2:34][CH2:33][P:32]([C:36]2[CH:42]=[CH:41][C:39]([NH2:40])=[C:38]([O:43][CH3:44])[CH:37]=2)(=[O:35])[CH2:31][CH2:30]1)[C:23]1[CH:28]=[CH:27][CH:26]=[CH:25][CH:24]=1.Cl.[OH-].[Na+], predict the reaction product. The product is: [CH2:22]([N:29]1[CH2:30][CH2:31][P:32]([C:36]2[CH:42]=[CH:41][C:39]([NH:40][C:2]3[N:7]=[C:6]([NH:8][C:9]4[CH:14]=[CH:13][CH:12]=[CH:11][C:10]=4[S:15]([CH:18]([CH3:20])[CH3:19])(=[O:17])=[O:16])[C:5]([Cl:21])=[CH:4][N:3]=3)=[C:38]([O:43][CH3:44])[CH:37]=2)(=[O:35])[CH2:33][CH2:34]1)[C:23]1[CH:28]=[CH:27][CH:26]=[CH:25][CH:24]=1.